The task is: Regression. Given a peptide amino acid sequence and an MHC pseudo amino acid sequence, predict their binding affinity value. This is MHC class I binding data.. This data is from Peptide-MHC class I binding affinity with 185,985 pairs from IEDB/IMGT. (1) The peptide sequence is EFTSFFYRY. The MHC is HLA-B39:01 with pseudo-sequence HLA-B39:01. The binding affinity (normalized) is 0.0847. (2) The peptide sequence is VPRDRNGTF. The MHC is HLA-B38:01 with pseudo-sequence HLA-B38:01. The binding affinity (normalized) is 0.0847.